From a dataset of Full USPTO retrosynthesis dataset with 1.9M reactions from patents (1976-2016). Predict the reactants needed to synthesize the given product. (1) Given the product [OH2:13].[ClH:1].[ClH:1].[CH:3]([N:6]1[CH2:11][CH2:10][N:9]([C:12]([C:14]2[CH:15]=[CH:16][C:17]([CH2:20][N:21]3[CH2:22][CH2:23][O:24][CH2:25][CH2:26]3)=[CH:18][CH:19]=2)=[O:13])[CH2:8][CH2:7]1)([CH3:5])[CH3:4], predict the reactants needed to synthesize it. The reactants are: [ClH:1].Cl.[CH:3]([N:6]1[CH2:11][CH2:10][N:9]([C:12]([C:14]2[CH:19]=[CH:18][C:17]([CH2:20][N:21]3[CH2:26][CH2:25][O:24][CH2:23][CH2:22]3)=[CH:16][CH:15]=2)=[O:13])[CH2:8][CH2:7]1)([CH3:5])[CH3:4].O.CC(OC)(C)C. (2) The reactants are: [CH3:1][N:2]1[C:10]2[C:5](=[CH:6][C:7]([NH:11][CH2:12][C:13]([O:15][C:16]([CH3:19])([CH3:18])[CH3:17])=[O:14])=[CH:8][CH:9]=2)[CH:4]=[CH:3]1.[CH:20]([C:23]1[C:24]([O:42][CH2:43][C:44]2[CH:49]=[CH:48][C:47]([O:50][CH3:51])=[CH:46][CH:45]=2)=[CH:25][C:26]([O:32][CH2:33][C:34]2[CH:39]=[CH:38][C:37]([O:40][CH3:41])=[CH:36][CH:35]=2)=[C:27]([CH:31]=1)[C:28](O)=[O:29])([CH3:22])[CH3:21].C(N=C=NCCCN(C)C)C. Given the product [CH:20]([C:23]1[C:24]([O:42][CH2:43][C:44]2[CH:45]=[CH:46][C:47]([O:50][CH3:51])=[CH:48][CH:49]=2)=[CH:25][C:26]([O:32][CH2:33][C:34]2[CH:39]=[CH:38][C:37]([O:40][CH3:41])=[CH:36][CH:35]=2)=[C:27]([CH:31]=1)[C:28]([N:11]([CH2:12][C:13]([O:15][C:16]([CH3:19])([CH3:18])[CH3:17])=[O:14])[C:7]1[CH:6]=[C:5]2[C:10](=[CH:9][CH:8]=1)[N:2]([CH3:1])[CH:3]=[CH:4]2)=[O:29])([CH3:22])[CH3:21], predict the reactants needed to synthesize it.